This data is from Catalyst prediction with 721,799 reactions and 888 catalyst types from USPTO. The task is: Predict which catalyst facilitates the given reaction. (1) Reactant: Cl[C:2]1[C:11]2[C:6](=[CH:7][C:8]([O:14][CH2:15][CH2:16][CH2:17][N:18]3[CH2:23][CH2:22][CH2:21][CH2:20][CH2:19]3)=[C:9]([O:12][CH3:13])[CH:10]=2)[N:5]=[CH:4][N:3]=1.C(=O)([O-])[O-].[K+].[K+].[OH:30][C:31]1[CH:32]=[C:33]2[C:37](=[CH:38][CH:39]=1)[N:36]([CH3:40])[CH:35]=[CH:34]2. Product: [CH3:13][O:12][C:9]1[CH:10]=[C:11]2[C:6](=[CH:7][C:8]=1[O:14][CH2:15][CH2:16][CH2:17][N:18]1[CH2:23][CH2:22][CH2:21][CH2:20][CH2:19]1)[N:5]=[CH:4][N:3]=[C:2]2[O:30][C:31]1[CH:32]=[C:33]2[C:37](=[CH:38][CH:39]=1)[N:36]([CH3:40])[CH:35]=[CH:34]2. The catalyst class is: 44. (2) Reactant: [H-].[Na+].[C:3]1([C:9]2[C:17]3[C:12](=[CH:13][CH:14]=[C:15]([N+:18]([O-:20])=[O:19])[CH:16]=3)[NH:11][CH:10]=2)[CH:8]=[CH:7][CH:6]=[CH:5][CH:4]=1.[CH2:21](I)[CH3:22]. Product: [CH2:21]([N:11]1[C:12]2[C:17](=[CH:16][C:15]([N+:18]([O-:20])=[O:19])=[CH:14][CH:13]=2)[C:9]([C:3]2[CH:4]=[CH:5][CH:6]=[CH:7][CH:8]=2)=[CH:10]1)[CH3:22]. The catalyst class is: 18. (3) Reactant: [C:1]([C:3]1[CH:4]=[CH:5][C:6]([C:9]([OH:11])=O)=[N:7][CH:8]=1)#[N:2].O.[Cl-].COC1N=C(OC)N=C([N+]2(C)CCOCC2)N=1.[NH2:31][C:32]1[CH:33]=[CH:34][C:35]([F:48])=[C:36]([C@:38]2([CH3:47])[CH2:43][S:42](=[O:45])(=[O:44])[CH2:41][C:40]([NH2:46])=[N:39]2)[CH:37]=1.C([O-])(O)=O.[Na+]. Product: [NH2:46][C:40]1[CH2:41][S:42](=[O:44])(=[O:45])[CH2:43][C@:38]([C:36]2[CH:37]=[C:32]([NH:31][C:9]([C:6]3[CH:5]=[CH:4][C:3]([C:1]#[N:2])=[CH:8][N:7]=3)=[O:11])[CH:33]=[CH:34][C:35]=2[F:48])([CH3:47])[N:39]=1. The catalyst class is: 5. (4) The catalyst class is: 3. Product: [CH3:22][O:21][C:19](=[O:20])[CH2:18][N:6]1[C:7]2[C:12](=[N:11][CH:10]=[CH:9][CH:8]=2)[CH2:13][CH:4]([NH2:3])[C:5]1=[O:14]. Reactant: Cl.Cl.[NH2:3][CH:4]1[CH2:13][C:12]2[C:7](=[CH:8][CH:9]=[CH:10][N:11]=2)[NH:6][C:5]1=[O:14].[H-].[Na+].Br[CH2:18][C:19]([O:21][CH3:22])=[O:20]. (5) Reactant: Br[CH2:2][C:3]([C:5]1[CH:10]=[CH:9][C:8]([C:11]([F:14])([F:13])[F:12])=[CH:7][CH:6]=1)=O.[C:15]1([CH2:21][CH2:22][NH:23][C:24]([NH2:26])=[S:25])[CH:20]=[CH:19][CH:18]=[CH:17][CH:16]=1.CN(C)C=O. Product: [C:15]1([CH2:21][CH2:22][NH:23][C:24]2[S:25][CH:2]=[C:3]([C:5]3[CH:10]=[CH:9][C:8]([C:11]([F:14])([F:13])[F:12])=[CH:7][CH:6]=3)[N:26]=2)[CH:20]=[CH:19][CH:18]=[CH:17][CH:16]=1. The catalyst class is: 6.